From a dataset of Forward reaction prediction with 1.9M reactions from USPTO patents (1976-2016). Predict the product of the given reaction. Given the reactants [N:1]12[CH2:8][CH2:7][CH:4]([CH2:5][CH2:6]1)[C@H:3]([O:9][C:10]1[CH:11]=[CH:12][C:13]3[C:17]4[CH:18]=[CH:19][C:20]([O:22][C@H:23]5[CH:28]6[CH2:29][CH2:30][N:25]([CH2:26][CH2:27]6)[CH2:24]5)=[CH:21][C:16]=4[S:15][C:14]=3[CH:31]=1)[CH2:2]2.O.[C:33]1([CH3:43])[CH:38]=[CH:37][C:36]([S:39]([OH:42])(=[O:41])=[O:40])=[CH:35][CH:34]=1, predict the reaction product. The product is: [C:33]1([CH3:43])[CH:34]=[CH:35][C:36]([S:39]([OH:42])(=[O:40])=[O:41])=[CH:37][CH:38]=1.[N:1]12[CH2:6][CH2:5][CH:4]([CH2:7][CH2:8]1)[C@H:3]([O:9][C:10]1[CH:11]=[CH:12][C:13]3[C:17]4[CH:18]=[CH:19][C:20]([O:22][C@H:23]5[CH:28]6[CH2:27][CH2:26][N:25]([CH2:30][CH2:29]6)[CH2:24]5)=[CH:21][C:16]=4[S:15][C:14]=3[CH:31]=1)[CH2:2]2.